The task is: Predict which catalyst facilitates the given reaction.. This data is from Catalyst prediction with 721,799 reactions and 888 catalyst types from USPTO. (1) Reactant: [CH3:1][NH:2][C:3]([C:5]1[C:6]([CH3:11])=[CH:7][CH:8]=[CH:9][CH:10]=1)=[O:4].[Li]CCCC.[C:17]1([O:23][CH3:24])[CH:22]=[CH:21][CH:20]=[CH:19][CH:18]=1.C(=O)=O.CC(C)=O.[Cl-].[NH4+]. Product: [CH3:24][O:23][C:17]1[CH:22]=[CH:21][C:20]([C:1]2[NH:2][C:3](=[O:4])[C:5]3[C:6]([CH:11]=2)=[CH:7][CH:8]=[CH:9][CH:10]=3)=[CH:19][CH:18]=1. The catalyst class is: 116. (2) Reactant: [OH-].[Na+].[Cl:3][C:4]1[CH:5]=[C:6]([C:25]2[CH:26]=[CH:27][C:28]([C:31]([NH:33][CH2:34][CH2:35][C:36]([O:38]CC)=[O:37])=[O:32])=[N:29][CH:30]=2)[CH:7]=[C:8]([CH2:10][NH:11][C:12]2[CH:17]=[CH:16][C:15]([C:18]3[CH:23]=[CH:22][C:21]([F:24])=[CH:20][CH:19]=3)=[CH:14][CH:13]=2)[CH:9]=1.Cl. Product: [Cl:3][C:4]1[CH:5]=[C:6]([C:25]2[CH:26]=[CH:27][C:28]([C:31]([NH:33][CH2:34][CH2:35][C:36]([OH:38])=[O:37])=[O:32])=[N:29][CH:30]=2)[CH:7]=[C:8]([CH2:10][NH:11][C:12]2[CH:17]=[CH:16][C:15]([C:18]3[CH:19]=[CH:20][C:21]([F:24])=[CH:22][CH:23]=3)=[CH:14][CH:13]=2)[CH:9]=1. The catalyst class is: 1.